Dataset: Full USPTO retrosynthesis dataset with 1.9M reactions from patents (1976-2016). Task: Predict the reactants needed to synthesize the given product. Given the product [Cl:1][C:2]1[CH:27]=[C:26]([CH3:28])[CH:25]=[CH:24][C:3]=1[CH2:4][C:5]1[CH:13]=[C:12]2[C:8]([C:9]([CH2:14][N:15]([CH3:23])[C:16](=[O:22])[O:17][C:18]([CH3:21])([CH3:20])[CH3:19])=[CH:10][N:11]2[S:38]([C:34]2[CH:35]=[CH:36][CH:37]=[C:32]([F:31])[CH:33]=2)(=[O:40])=[O:39])=[CH:7][CH:6]=1, predict the reactants needed to synthesize it. The reactants are: [Cl:1][C:2]1[CH:27]=[C:26]([CH3:28])[CH:25]=[CH:24][C:3]=1[CH2:4][C:5]1[CH:13]=[C:12]2[C:8]([C:9]([CH2:14][N:15]([CH3:23])[C:16](=[O:22])[O:17][C:18]([CH3:21])([CH3:20])[CH3:19])=[CH:10][NH:11]2)=[CH:7][CH:6]=1.[H-].[Na+].[F:31][C:32]1[CH:33]=[C:34]([S:38](Cl)(=[O:40])=[O:39])[CH:35]=[CH:36][CH:37]=1.O.